This data is from Full USPTO retrosynthesis dataset with 1.9M reactions from patents (1976-2016). The task is: Predict the reactants needed to synthesize the given product. Given the product [CH2:29]([N:31]1[C:10]([CH2:9][CH2:8][C:5]2[CH:6]=[CH:7][C:2]([F:1])=[CH:3][CH:4]=2)=[CH:11][C:12]([C:14]2[CH:15]=[C:16]([CH:19]=[CH:20][CH:21]=2)[C:17]#[N:18])=[N:32]1)[CH3:30], predict the reactants needed to synthesize it. The reactants are: [F:1][C:2]1[CH:7]=[CH:6][C:5]([CH2:8][CH2:9][C:10](=O)[CH2:11][C:12]([C:14]2[CH:15]=[C:16]([CH:19]=[CH:20][CH:21]=2)[C:17]#[N:18])=O)=[CH:4][CH:3]=1.C(O)(=O)C(O)=O.[CH2:29]([NH:31][NH2:32])[CH3:30].CCN(CC)CC.